Task: Predict the product of the given reaction.. Dataset: Forward reaction prediction with 1.9M reactions from USPTO patents (1976-2016) (1) Given the reactants Cl[S:2]([C:5]1[CH:6]=[C:7]2[C:12](=[CH:13][CH:14]=1)[CH:11]=[N:10][CH:9]=[CH:8]2)(=[O:4])=[O:3].Cl.Cl.N[C@@H]1CCN(S(C2C=C3C(=CC=2)C=NC=C3)(=O)=O)C1.[C:36]([O:40][C:41]([NH:43][C@H:44]1[CH2:48][CH2:47][NH:46][CH2:45]1)=[O:42])([CH3:39])([CH3:38])[CH3:37].C(N(CC)CC)C, predict the reaction product. The product is: [C:36]([O:40][C:41]([NH:43][C@H:44]1[CH2:48][CH2:47][N:46]([S:2]([C:5]2[CH:6]=[C:7]3[C:12](=[CH:13][CH:14]=2)[CH:11]=[N:10][CH:9]=[CH:8]3)(=[O:4])=[O:3])[CH2:45]1)=[O:42])([CH3:39])([CH3:37])[CH3:38]. (2) Given the reactants Cl[CH2:2][CH2:3][CH2:4][O:5][CH2:6][CH2:7][N:8]1[C:20]2[C:19]3[CH:18]=[CH:17][CH:16]=[CH:15][C:14]=3[N:13]=[C:12]([NH2:21])[C:11]=2[N:10]=[C:9]1[CH2:22][CH2:23][CH3:24].[CH3:25][CH:26]([S-:28])[CH3:27].[Na+], predict the reaction product. The product is: [CH3:25][CH:26]([S:28][CH2:2][CH2:3][CH2:4][O:5][CH2:6][CH2:7][N:8]1[C:20]2[C:19]3[CH:18]=[CH:17][CH:16]=[CH:15][C:14]=3[N:13]=[C:12]([NH2:21])[C:11]=2[N:10]=[C:9]1[CH2:22][CH2:23][CH3:24])[CH3:27]. (3) Given the reactants [C:1]([O:4][CH:5]1[O:22][C@@H:21]([CH3:23])[C@@H:16]([O:17][C:18](=[O:20])[CH3:19])[C@@H:11]([O:12][C:13](=[O:15])[CH3:14])[C@@H:6]1[O:7][C:8](=[O:10])[CH3:9])(=O)[CH3:2].OCC[NH:27][C:28](=[O:37])[O:29][CH2:30][C:31]1[CH:36]=[CH:35][CH:34]=[CH:33][CH:32]=1.B(F)(F)F.CCOCC.CCN(CC)CC, predict the reaction product. The product is: [C:8]([O:7][C@H:6]1[C@H:11]([O:12][C:13](=[O:15])[CH3:14])[C@H:16]([O:17][C:18](=[O:20])[CH3:19])[C@H:21]([CH3:23])[O:22][C@H:5]1[O:4][CH2:1][CH2:2][NH:27][C:28](=[O:37])[O:29][CH2:30][C:31]1[CH:32]=[CH:33][CH:34]=[CH:35][CH:36]=1)(=[O:10])[CH3:9]. (4) The product is: [Cl:1][C:2]1[CH:3]=[CH:4][C:5]([O:31][CH3:32])=[C:6]([NH:8][C:9](=[O:30])[CH2:10][N:11]2[C:15]3[CH2:14][N:19]([CH2:57][CH2:58][OH:59])[CH2:18][CH2:17][C:16]=3[C:13]([C:26]([F:29])([F:27])[F:28])=[N:12]2)[CH:7]=1. Given the reactants [Cl:1][C:2]1[CH:3]=[CH:4][C:5]([O:31][CH3:32])=[C:6]([NH:8][C:9](=[O:30])[CH2:10][N:11]2[C:15]3[CH2:16][CH:17](CC(OCC)=O)[CH2:18][NH:19][C:14]=3[C:13]([C:26]([F:29])([F:28])[F:27])=[N:12]2)[CH:7]=1.[H-].[Al+3].[Li+].[H-].[H-].[H-].O.O.O.O.O.O.O.O.O.O.S([O-])([O-])(=O)=O.[Na+].[Na+].C1C[O:59][CH2:58][CH2:57]1, predict the reaction product. (5) Given the reactants [C:1]([C:3]1[CH:8]=[CH:7][C:6](B(O)O)=[CH:5][C:4]=1[F:12])#[N:2].Br[C:14]1[C:22]2[C:17](=[CH:18][C:19]([S:23]([N:26](CC3C=CC(OC)=CC=3OC)[C:27]3[S:31][N:30]=[CH:29][N:28]=3)(=[O:25])=[O:24])=[CH:20][CH:21]=2)[N:16]([CH3:43])[CH:15]=1, predict the reaction product. The product is: [C:1]([C:3]1[CH:8]=[CH:7][C:6]([C:14]2[C:22]3[C:17](=[CH:18][C:19]([S:23]([NH:26][C:27]4[S:31][N:30]=[CH:29][N:28]=4)(=[O:24])=[O:25])=[CH:20][CH:21]=3)[N:16]([CH3:43])[CH:15]=2)=[CH:5][C:4]=1[F:12])#[N:2]. (6) Given the reactants C1C2C(=CC=CC=2)[C@H](N)[C@@H]1O.[NH2:12][C:13]1[CH:14]=[CH:15][CH:16]=[C:17]2[C:22]=1[CH2:21][C:20](=[O:23])[CH2:19][CH2:18]2.[OH-].[K+], predict the reaction product. The product is: [NH2:12][C:13]1[CH:14]=[CH:15][CH:16]=[C:17]2[C:22]=1[CH2:21][CH:20]([OH:23])[CH2:19][CH2:18]2.